Task: Predict which catalyst facilitates the given reaction.. Dataset: Catalyst prediction with 721,799 reactions and 888 catalyst types from USPTO (1) Reactant: [H-].[Na+].[C:3]([O:9][CH3:10])(=[O:8])[C:4]([O:6]C)=O.[F:11][C:12]([F:24])([F:23])[C:13]1[CH:18]=[CH:17][CH:16]=[CH:15][C:14]=1[C:19](=[O:22])[CH2:20][CH3:21]. Product: [CH3:10][O:9][C:3](=[O:8])[C:4](=[O:6])[CH:20]([CH3:21])[C:19](=[O:22])[C:14]1[CH:15]=[CH:16][CH:17]=[CH:18][C:13]=1[C:12]([F:11])([F:23])[F:24]. The catalyst class is: 3. (2) Reactant: [Cl:1][C:2]1[CH:3]=[C:4]([CH2:9][N:10]2[C:14]([CH3:15])=[C:13]([C:16]([NH:18][C:19]3[S:20][C:21]([C:25](O)=[O:26])=[C:22]([CH3:24])[N:23]=3)=[O:17])[N:12]=[N:11]2)[CH:5]=[CH:6][C:7]=1[Cl:8].CN.[CH3:30][N:31](C(ON1N=NC2C=CC=NC1=2)=[N+](C)C)C.F[P-](F)(F)(F)(F)F.CCN(C(C)C)C(C)C. Product: [Cl:1][C:2]1[CH:3]=[C:4]([CH2:9][N:10]2[C:14]([CH3:15])=[C:13]([C:16]([NH:18][C:19]3[S:20][C:21]([C:25]([NH:31][CH3:30])=[O:26])=[C:22]([CH3:24])[N:23]=3)=[O:17])[N:12]=[N:11]2)[CH:5]=[CH:6][C:7]=1[Cl:8]. The catalyst class is: 3.